Task: Predict the reactants needed to synthesize the given product.. Dataset: Full USPTO retrosynthesis dataset with 1.9M reactions from patents (1976-2016) (1) Given the product [Cl:1][C:2]1[CH:3]=[C:4]2[C:8](=[C:9]([Cl:11])[CH:10]=1)[CH:7]([C:23]#[N:24])[CH2:6][CH2:5]2, predict the reactants needed to synthesize it. The reactants are: [Cl:1][C:2]1[CH:3]=[C:4]2[C:8](=[C:9]([Cl:11])[CH:10]=1)[C:7](=O)[CH2:6][CH2:5]2.CC1C=CC(S([CH2:23][N+:24]#[C-])(=O)=O)=CC=1.C(O[K])(C)(C)C. (2) Given the product [ClH:1].[ClH:1].[NH2:51][CH2:50][CH2:49][CH2:48][N:35]1[C:34]2[CH:59]=[C:30]([C:28]([N:27]([CH2:26][CH2:25][CH:24]([CH3:23])[CH3:65])[CH2:60][CH2:61][CH:62]([CH3:64])[CH3:63])=[O:29])[CH:31]=[CH:32][C:33]=2[N:37]=[C:36]1[NH:38][C:39]1[CH:40]=[CH:41][C:42]([C:43]([NH:3][CH3:2])=[O:44])=[CH:46][CH:47]=1, predict the reactants needed to synthesize it. The reactants are: [ClH:1].[CH3:2][N:3](C)CCCN=C=NCC.ON1C2C=CC=CC=2N=N1.[CH3:23][CH:24]([CH3:65])[CH2:25][CH2:26][N:27]([CH2:60][CH2:61][CH:62]([CH3:64])[CH3:63])[C:28]([C:30]1[CH:31]=[CH:32][C:33]2[N:37]=[C:36]([NH:38][C:39]3[CH:47]=[CH:46][C:42]([C:43](O)=[O:44])=[CH:41][CH:40]=3)[N:35]([CH2:48][CH2:49][CH2:50][NH:51]C(OC(C)(C)C)=O)[C:34]=2[CH:59]=1)=[O:29].CN.Cl. (3) Given the product [I:1][C:2]1[CH:3]=[CH:4][C:5]([C@@H:8]2[CH2:10][C@H:9]2[NH:11][CH2:12][CH:14]2[CH2:19][CH2:18][N:17]([C:20]([O:22][C:23]([CH3:24])([CH3:26])[CH3:25])=[O:21])[CH2:16][CH2:15]2)=[CH:6][CH:7]=1, predict the reactants needed to synthesize it. The reactants are: [I:1][C:2]1[CH:7]=[CH:6][C:5]([C@@H:8]2[CH2:10][C@H:9]2[NH2:11])=[CH:4][CH:3]=1.[CH:12]([CH:14]1[CH2:19][CH2:18][N:17]([C:20]([O:22][C:23]([CH3:26])([CH3:25])[CH3:24])=[O:21])[CH2:16][CH2:15]1)=O.C(O)(=O)C.C([BH3-])#N.[Na+]. (4) Given the product [N-:15]([S:16]([C:19]([F:22])([F:20])[F:21])(=[O:18])=[O:17])[S:23]([C:26]([F:29])([F:28])[F:27])(=[O:25])=[O:24].[CH2:13]([N+:4]([CH2:2][CH3:3])([CH2:6][CH2:7][C:8](=[O:12])[C:9]([CH3:11])=[CH2:10])[CH3:5])[CH3:14], predict the reactants needed to synthesize it. The reactants are: [I-].[CH2:2]([N+:4]([CH2:13][CH3:14])([CH2:6][CH2:7][C:8](=[O:12])[C:9]([CH3:11])=[CH2:10])[CH3:5])[CH3:3].[N-:15]([S:23]([C:26]([F:29])([F:28])[F:27])(=[O:25])=[O:24])[S:16]([C:19]([F:22])([F:21])[F:20])(=[O:18])=[O:17].[Li+]. (5) The reactants are: [F:1][C@@H:2]1[CH2:6][N:5]([C:7]2[N:15]=[C:14]3[C:10]([N:11]=[CH:12][N:13]3[CH:16]([CH3:18])[CH3:17])=[C:9]([NH:19][C:20]3[CH:21]=[N:22][N:23]([CH3:25])[CH:24]=3)[N:8]=2)[CH2:4][C@H:3]1[NH:26]C(=O)OCC1C=CC=CC=1.C([O-])=O.[NH4+].O. Given the product [NH2:26][C@H:3]1[C@H:2]([F:1])[CH2:6][N:5]([C:7]2[N:15]=[C:14]3[C:10]([N:11]=[CH:12][N:13]3[CH:16]([CH3:18])[CH3:17])=[C:9]([NH:19][C:20]3[CH:21]=[N:22][N:23]([CH3:25])[CH:24]=3)[N:8]=2)[CH2:4]1, predict the reactants needed to synthesize it.